Dataset: Forward reaction prediction with 1.9M reactions from USPTO patents (1976-2016). Task: Predict the product of the given reaction. Given the reactants Cl[C:2]1[C:7]([C:8]([F:11])([F:10])[F:9])=[CH:6][N:5]=[C:4]([NH:12][C:13]2[CH:27]=[CH:26][C:16]([CH2:17][P:18](=[O:25])([O:22][CH2:23][CH3:24])[O:19][CH2:20][CH3:21])=[CH:15][C:14]=2[O:28][CH3:29])[N:3]=1.[NH2:30][C:31]1[C:32]([C:37]([NH:39][CH3:40])=[O:38])=[N:33][CH:34]=[CH:35][CH:36]=1.C(O)(C(F)(F)F)=O, predict the reaction product. The product is: [CH3:29][O:28][C:14]1[CH:15]=[C:16]([CH:26]=[CH:27][C:13]=1[NH:12][C:4]1[N:3]=[C:2]([NH:30][C:31]2[C:32]([C:37](=[O:38])[NH:39][CH3:40])=[N:33][CH:34]=[CH:35][CH:36]=2)[C:7]([C:8]([F:11])([F:10])[F:9])=[CH:6][N:5]=1)[CH2:17][P:18](=[O:25])([O:22][CH2:23][CH3:24])[O:19][CH2:20][CH3:21].